Dataset: Catalyst prediction with 721,799 reactions and 888 catalyst types from USPTO. Task: Predict which catalyst facilitates the given reaction. Reactant: CC1C=CC(S(O[CH2:12][CH2:13][C:14]2[N:15]=[CH:16][C:17]3[C:22]([CH:23]=2)=[CH:21][CH:20]=[C:19]([Br:24])[CH:18]=3)(=O)=O)=CC=1.[CH3:25][C@@H:26]1[CH2:30][CH2:29][CH2:28][NH:27]1.C(=O)([O-])[O-].[K+].[K+]. Product: [Br:24][C:19]1[CH:18]=[C:17]2[C:22]([CH:23]=[C:14]([CH2:13][CH2:12][N:27]3[CH2:28][CH2:29][CH2:30][C@H:26]3[CH3:25])[N:15]=[CH:16]2)=[CH:21][CH:20]=1. The catalyst class is: 10.